This data is from Reaction yield outcomes from USPTO patents with 853,638 reactions. The task is: Predict the reaction yield, written as a fraction of the theoretical maximum amount of product (1.0 means a 100% yield; for example, 0.34 means a 34% yield). (1) The reactants are [Mg].C(O[CH2:5][CH3:6])C.[CH3:7][C:8]12[CH2:18][CH:12]3[CH2:13][C:14]([CH3:17])([CH2:16][C:10](Br)([CH2:11]3)[CH2:9]1)[CH2:15]2. The catalyst is ClCCl.O. The product is [CH3:7][C:8]12[CH2:18][CH:12]3[CH2:13][C:14]([CH3:17])([CH2:16][C:10]([C:14]45[CH2:15][C:8]6([CH3:18])[CH2:9][CH:10]([CH2:11][C:5]([CH3:6])([CH2:7]6)[CH2:13]4)[CH2:16]5)([CH2:11]3)[CH2:9]1)[CH2:15]2. The yield is 0.470. (2) The reactants are [CH2:1]([O:5][C:6]1[C:15]2[C:10](=[CH:11][CH:12]=[C:13]([C:16]#[N:17])[CH:14]=2)[C:9](=[O:18])[N:8]([CH2:19][CH:20]([CH3:22])[CH3:21])[C:7]=1[CH2:23][NH:24][C:25](=[O:31])[O:26][C:27]([CH3:30])([CH3:29])[CH3:28])[CH2:2][CH2:3][CH3:4].C(=O)([O-])[O-].[Na+].[Na+].Cl.[NH2:39][OH:40].O. The catalyst is C(O)C. The product is [NH2:17][C:16](=[N:39][OH:40])[C:13]1[CH:14]=[C:15]2[C:10](=[CH:11][CH:12]=1)[C:9](=[O:18])[N:8]([CH2:19][CH:20]([CH3:21])[CH3:22])[C:7]([CH2:23][NH:24][C:25](=[O:31])[O:26][C:27]([CH3:28])([CH3:30])[CH3:29])=[C:6]2[O:5][CH2:1][CH2:2][CH2:3][CH3:4]. The yield is 0.880.